This data is from Full USPTO retrosynthesis dataset with 1.9M reactions from patents (1976-2016). The task is: Predict the reactants needed to synthesize the given product. (1) The reactants are: [NH2:1][C:2]1[C:7]([NH2:8])=[CH:6][CH:5]=[CH:4][N:3]=1.[Cl:9][CH:10](C)[C:11]#N.[CH4:14]. Given the product [Cl:9][C:10]#[CH:11].[N:8]1[C:7]2[C:2](=[N:3][CH:4]=[CH:5][CH:6]=2)[NH:1][CH:14]=1, predict the reactants needed to synthesize it. (2) Given the product [F:8][C:9]1[C:14]([F:15])=[CH:13][CH:12]=[CH:11][C:10]=1[C:16]1[N:37]=[C:19]2[CH:20]=[N:21][N:22]([CH2:24][C:25]3[O:29][N:28]=[C:27]([C:30]4[CH:35]=[CH:34][C:33]([C:43]#[C:42][Si:38]([CH3:41])([CH3:40])[CH3:39])=[CH:32][CH:31]=4)[CH:26]=3)[CH:23]=[C:18]2[N:17]=1, predict the reactants needed to synthesize it. The reactants are: C(N(CC)CC)C.[F:8][C:9]1[C:14]([F:15])=[CH:13][CH:12]=[CH:11][C:10]=1[C:16]1[N:37]=[C:19]2[CH:20]=[N:21][N:22]([CH2:24][C:25]3[O:29][N:28]=[C:27]([C:30]4[CH:35]=[CH:34][C:33](I)=[CH:32][CH:31]=4)[CH:26]=3)[CH:23]=[C:18]2[N:17]=1.[Si:38]([C:42]#[CH:43])([CH3:41])([CH3:40])[CH3:39]. (3) Given the product [F:1][C:2]1[C:15]2[N:14]([C:29]([O:30][CH2:31][CH3:32])=[O:33])[CH2:13][C:12]3[C:8]4=[C:9]([C:23](=[O:27])[N:24]([CH3:26])[CH:25]=[C:7]4[C:6]=2[CH:5]=[C:4]([F:28])[CH:3]=1)[N:10]([C:16]([O:18][C:19]([CH3:22])([CH3:21])[CH3:20])=[O:17])[CH:11]=3, predict the reactants needed to synthesize it. The reactants are: [F:1][C:2]1[C:15]2[NH:14][CH2:13][C:12]3[C:8]4=[C:9]([C:23](=[O:27])[N:24]([CH3:26])[CH:25]=[C:7]4[C:6]=2[CH:5]=[C:4]([F:28])[CH:3]=1)[N:10]([C:16]([O:18][C:19]([CH3:22])([CH3:21])[CH3:20])=[O:17])[CH:11]=3.[C:29](Cl)(=[O:33])[O:30][CH2:31][CH3:32].C(N(C(C)C)C(C)C)C.